This data is from NCI-60 drug combinations with 297,098 pairs across 59 cell lines. The task is: Regression. Given two drug SMILES strings and cell line genomic features, predict the synergy score measuring deviation from expected non-interaction effect. Drug 1: CS(=O)(=O)OCCCCOS(=O)(=O)C. Drug 2: C1C(C(OC1N2C=NC(=NC2=O)N)CO)O. Cell line: MCF7. Synergy scores: CSS=7.60, Synergy_ZIP=-1.06, Synergy_Bliss=-0.823, Synergy_Loewe=-4.52, Synergy_HSA=-1.42.